Dataset: Forward reaction prediction with 1.9M reactions from USPTO patents (1976-2016). Task: Predict the product of the given reaction. Given the reactants O=C1CCC(=O)C1[C:8]([O:10][CH2:11][C:12]1[CH:17]=[CH:16][CH:15]=[CH:14][CH:13]=1)=[O:9].[NH2:18][CH:19]1[CH2:24][CH2:23][CH2:22][CH2:21][CH:20]1[OH:25], predict the reaction product. The product is: [OH:25][CH:20]1[CH2:21][CH2:22][CH2:23][CH2:24][CH:19]1[NH:18][C:8](=[O:9])[O:10][CH2:11][C:12]1[CH:13]=[CH:14][CH:15]=[CH:16][CH:17]=1.